This data is from Full USPTO retrosynthesis dataset with 1.9M reactions from patents (1976-2016). The task is: Predict the reactants needed to synthesize the given product. (1) Given the product [CH2:1]([O:3][C:4]1[C:9]2[N:10]=[C:11]([C:26]([C@H:23]3[CH2:22][CH2:21][C@H:20]([NH:19][CH2:18][C:41]4[CH:42]=[CH:43][C:37]5[S:36][CH2:35][C:34](=[O:33])[NH:39][C:38]=5[CH:40]=4)[CH2:25][CH2:24]3)=[O:31])[S:12][C:8]=2[CH:7]=[CH:6][CH:5]=1)[CH3:2], predict the reactants needed to synthesize it. The reactants are: [CH2:1]([O:3][C:4]1[C:9]2[N:10]=[CH:11][S:12][C:8]=2[CH:7]=[CH:6][CH:5]=1)[CH3:2].C(O[C:18](=O)[NH:19][C@H:20]1[CH2:25][CH2:24][C@H:23]([C:26](=[O:31])N(OC)C)[CH2:22][CH2:21]1)(C)(C)C.[O:33]=[C:34]1[NH:39][C:38]2[CH:40]=[C:41](C=O)[CH:42]=[CH:43][C:37]=2[S:36][CH2:35]1. (2) Given the product [C:25]([O-:28])(=[O:27])[CH3:26].[C:1]([NH:5][S:6]([C:9]1[CH:10]=[C:11]([C:15]2[N:20]=[C:19]([C:21]([NH2:23])=[NH2+:22])[CH:18]=[CH:17][CH:16]=2)[CH:12]=[CH:13][CH:14]=1)(=[O:8])=[O:7])([CH3:4])([CH3:2])[CH3:3], predict the reactants needed to synthesize it. The reactants are: [C:1]([NH:5][S:6]([C:9]1[CH:10]=[C:11]([C:15]2[N:20]=[C:19]([C:21]([NH:23]O)=[NH:22])[CH:18]=[CH:17][CH:16]=2)[CH:12]=[CH:13][CH:14]=1)(=[O:8])=[O:7])([CH3:4])([CH3:3])[CH3:2].[C:25]([O:28]C(=O)C)(=[O:27])[CH3:26].[H][H]. (3) The reactants are: [Br-].[CH3:2][O:3][C:4]([C:6]1[CH:7]=[C:8]([CH:29]=[CH:30][CH:31]=1)[CH2:9][P+](C1C=CC=CC=1)(C1C=CC=CC=1)C1C=CC=CC=1)=[O:5].CC(C)([O-])C.[K+].[N:38]1([C:44]2[N:49]=[CH:48][C:47]([CH:50]=O)=[CH:46][N:45]=2)[CH2:43][CH2:42][O:41][CH2:40][CH2:39]1. Given the product [N:38]1([C:44]2[N:45]=[CH:46][C:47]([CH:50]=[CH:9][C:8]3[CH:7]=[C:6]([CH:31]=[CH:30][CH:29]=3)[C:4]([O:3][CH3:2])=[O:5])=[CH:48][N:49]=2)[CH2:43][CH2:42][O:41][CH2:40][CH2:39]1, predict the reactants needed to synthesize it. (4) Given the product [CH2:28]([O:27][C:25]([N:22]1[CH2:23][CH2:24][CH:19]([CH2:18][CH2:17][C:16]([N:12]2[CH2:13][CH2:14][CH2:15][C@@H:10]([C:8]([NH:7][CH2:6][C@H:5]([NH:36][C:37](=[O:39])[CH3:38])[C:4]([OH:40])=[O:3])=[O:9])[CH2:11]2)=[O:35])[CH2:20][CH2:21]1)=[O:26])[C:29]1[CH:30]=[CH:31][CH:32]=[CH:33][CH:34]=1, predict the reactants needed to synthesize it. The reactants are: C([O:3][C:4](=[O:40])[C@@H:5]([NH:36][C:37](=[O:39])[CH3:38])[CH2:6][NH:7][C:8]([C@@H:10]1[CH2:15][CH2:14][CH2:13][N:12]([C:16](=[O:35])[CH2:17][CH2:18][CH:19]2[CH2:24][CH2:23][N:22]([C:25]([O:27][CH2:28][C:29]3[CH:34]=[CH:33][CH:32]=[CH:31][CH:30]=3)=[O:26])[CH2:21][CH2:20]2)[CH2:11]1)=[O:9])C.[OH-].[Li+].OS([O-])(=O)=O.[K+]. (5) Given the product [CH3:8][CH2:9][CH2:11][CH2:12][CH2:13][CH2:14][CH2:5][CH2:3][CH3:7], predict the reactants needed to synthesize it. The reactants are: OC[C:3]([CH3:7])([CH2:5]O)C.[CH3:8][C:9]([CH3:11])=O.[CH3:12][CH:13](O)[CH3:14]. (6) Given the product [NH2:1][C:2]1[CH:9]=[C:8]([O:10][CH2:11][CH2:12][CH2:13][N:17]2[CH2:22][CH2:21][O:20][CH2:19][CH2:18]2)[C:7]([O:15][CH3:16])=[CH:6][C:3]=1[C:4]#[N:5], predict the reactants needed to synthesize it. The reactants are: [NH2:1][C:2]1[CH:9]=[C:8]([O:10][CH2:11][CH2:12][CH2:13]Cl)[C:7]([O:15][CH3:16])=[CH:6][C:3]=1[C:4]#[N:5].[NH:17]1[CH2:22][CH2:21][O:20][CH2:19][CH2:18]1.[I-].[Na+].